From a dataset of Full USPTO retrosynthesis dataset with 1.9M reactions from patents (1976-2016). Predict the reactants needed to synthesize the given product. (1) Given the product [CH3:7][C:8]1[C:13]([C:14]([NH:33][C:32]2[CH:31]=[CH:30][C:29]([N:22]3[C:23]([C:25]([F:26])([F:27])[F:28])=[CH:24][C:20]([C:19]([F:37])([F:36])[F:18])=[N:21]3)=[CH:35][CH:34]=2)=[O:16])=[CH:12][N:11]=[C:10]([CH3:17])[CH:9]=1, predict the reactants needed to synthesize it. The reactants are: C(Cl)(=O)C(Cl)=O.[CH3:7][C:8]1[C:13]([C:14]([OH:16])=O)=[CH:12][N:11]=[C:10]([CH3:17])[CH:9]=1.[F:18][C:19]([F:37])([F:36])[C:20]1[CH:24]=[C:23]([C:25]([F:28])([F:27])[F:26])[N:22]([C:29]2[CH:35]=[CH:34][C:32]([NH2:33])=[CH:31][CH:30]=2)[N:21]=1.C(=O)([O-])[O-].[K+].[K+]. (2) Given the product [CH2:28]([N:8]1[C:9]2[C:4](=[CH:3][C:2]([Cl:1])=[CH:11][N:10]=2)[C:5]([N:15]2[CH2:20][CH2:19][N:18]([C:21]([C:23]3[O:24][CH:25]=[CH:26][CH:27]=3)=[O:22])[CH2:17][CH2:16]2)=[C:6]([C:13]#[N:14])[C:7]1=[O:12])[C:29]1[CH:34]=[CH:33][CH:32]=[CH:31][CH:30]=1, predict the reactants needed to synthesize it. The reactants are: [Cl:1][C:2]1[CH:3]=[C:4]2[C:9](=[N:10][CH:11]=1)[NH:8][C:7](=[O:12])[C:6]([C:13]#[N:14])=[C:5]2[N:15]1[CH2:20][CH2:19][N:18]([C:21]([C:23]2[O:24][CH:25]=[CH:26][CH:27]=2)=[O:22])[CH2:17][CH2:16]1.[CH2:28](Br)[C:29]1[CH:34]=[CH:33][CH:32]=[CH:31][CH:30]=1. (3) Given the product [CH3:28][C:26]1[C:25]([CH3:29])=[CH:24][C:23]2[N:19]([C:12]3[N:11]=[C:10]([NH:1][C@H:2]4[CH2:7][CH2:6][C@H:5]([NH2:8])[CH2:4][CH2:3]4)[N:18]=[C:17]4[C:13]=3[N:14]=[CH:15][NH:16]4)[CH:20]=[N:21][C:22]=2[CH:27]=1, predict the reactants needed to synthesize it. The reactants are: [NH2:1][C@H:2]1[CH2:7][CH2:6][C@H:5]([NH2:8])[CH2:4][CH2:3]1.Cl[C:10]1[N:18]=[C:17]2[C:13]([N:14]=[CH:15][NH:16]2)=[C:12]([N:19]2[C:23]3[CH:24]=[C:25]([CH3:29])[C:26]([CH3:28])=[CH:27][C:22]=3[N:21]=[CH:20]2)[N:11]=1.